From a dataset of TCR-epitope binding with 47,182 pairs between 192 epitopes and 23,139 TCRs. Binary Classification. Given a T-cell receptor sequence (or CDR3 region) and an epitope sequence, predict whether binding occurs between them. (1) The epitope is KRWIILGLNK. The TCR CDR3 sequence is CAISEYGNAASPLHF. Result: 1 (the TCR binds to the epitope). (2) The epitope is KTSVDCTMYI. The TCR CDR3 sequence is CASSGQPSRGSGNTIYF. Result: 0 (the TCR does not bind to the epitope). (3) The epitope is TVYDPLQPELDSFK. The TCR CDR3 sequence is CASRAQGPIYEQYF. Result: 0 (the TCR does not bind to the epitope). (4) The epitope is KLSYGIATV. The TCR CDR3 sequence is CASSWTRKDYGYTF. Result: 1 (the TCR binds to the epitope). (5) The epitope is LLLGIGILV. The TCR CDR3 sequence is CASSPTSIANTGELFF. Result: 1 (the TCR binds to the epitope). (6) The epitope is NLVPMVATV. The TCR CDR3 sequence is CSALRTDYYEQYF. Result: 1 (the TCR binds to the epitope).